Dataset: Full USPTO retrosynthesis dataset with 1.9M reactions from patents (1976-2016). Task: Predict the reactants needed to synthesize the given product. (1) Given the product [N:13]1[CH:14]=[CH:15][CH:16]=[C:11]([CH2:10][NH:9][C:38]([C:34]2[S:33][C:32]([C:30]3[CH:29]=[N:28][CH:27]=[C:26]([N:25]([CH2:24][CH2:23][O:22][C:21]4[CH:20]=[CH:19][C:18]([F:17])=[CH:43][CH:42]=4)[CH3:41])[N:31]=3)=[N:36][C:35]=2[CH3:37])=[O:39])[CH:12]=1, predict the reactants needed to synthesize it. The reactants are: C(N)C1C=CC=CC=1.[NH2:9][CH2:10][C:11]1[CH:12]=[N:13][CH:14]=[CH:15][CH:16]=1.[F:17][C:18]1[CH:43]=[CH:42][C:21]([O:22][CH2:23][CH2:24][N:25]([CH3:41])[C:26]2[N:31]=[C:30]([C:32]3[S:33][C:34]([C:38](O)=[O:39])=[C:35]([CH3:37])[N:36]=3)[CH:29]=[N:28][CH:27]=2)=[CH:20][CH:19]=1. (2) Given the product [C:1]([O:5][C:6](=[O:15])[NH:7][C:8]1[S:9][C:10]([C:24]#[C:23][Si:25]([CH3:28])([CH3:27])[CH3:26])=[C:11]([CH3:13])[N:12]=1)([CH3:4])([CH3:3])[CH3:2], predict the reactants needed to synthesize it. The reactants are: [C:1]([O:5][C:6](=[O:15])[NH:7][C:8]1[S:9][C:10](I)=[C:11]([CH3:13])[N:12]=1)([CH3:4])([CH3:3])[CH3:2].C(N(CC)CC)C.[C:23]([Si:25]([CH3:28])([CH3:27])[CH3:26])#[CH:24].[NH4+].[Cl-]. (3) Given the product [O:12]1[C:11]2[CH:10]=[CH:9][CH:8]=[C:3]([C:4]([O:6][CH3:7])=[O:5])[C:2]=2[O:1][CH2:16][CH2:15][CH2:14]1, predict the reactants needed to synthesize it. The reactants are: [OH:1][C:2]1[C:11]([OH:12])=[CH:10][CH:9]=[CH:8][C:3]=1[C:4]([O:6][CH3:7])=[O:5].Br[CH2:14][CH2:15][CH2:16]Br.C(=O)([O-])[O-].[K+].[K+].O. (4) Given the product [F:1][C:2]1[CH:3]=[C:4]2[C:9](=[CH:10][CH:11]=1)[N:8]=[C:7]([CH:12]=[CH:23][N:24]([CH3:26])[CH3:25])[N:6]([C:13]1[C:14]([CH3:19])=[N:15][CH:16]=[CH:17][CH:18]=1)[C:5]2=[O:20], predict the reactants needed to synthesize it. The reactants are: [F:1][C:2]1[CH:3]=[C:4]2[C:9](=[CH:10][CH:11]=1)[N:8]=[C:7]([CH3:12])[N:6]([C:13]1[C:14]([CH3:19])=[N:15][CH:16]=[CH:17][CH:18]=1)[C:5]2=[O:20].CO[CH:23](OC)[N:24]([CH3:26])[CH3:25]. (5) Given the product [F:29][C:25]1[CH:26]=[CH:27][CH:28]=[C:2]([F:1])[C:3]=1[O:4][C:5]1[CH:6]=[N:7][N:8]([CH:12]([CH2:16][C:17]2[C:18]([F:24])=[CH:19][CH:20]=[CH:21][C:22]=2[F:23])[C:13]([NH:42][C:39]2[CH:40]=[CH:41][N:37]([CH2:36][C@@H:34]3[CH2:33][O:32][C:31]([CH3:43])([CH3:30])[O:35]3)[N:38]=2)=[O:14])[C:9](=[O:11])[CH:10]=1, predict the reactants needed to synthesize it. The reactants are: [F:1][C:2]1[CH:28]=[CH:27][CH:26]=[C:25]([F:29])[C:3]=1[O:4][C:5]1[CH:6]=[N:7][N:8]([CH:12]([CH2:16][C:17]2[C:22]([F:23])=[CH:21][CH:20]=[CH:19][C:18]=2[F:24])[C:13](O)=[O:14])[C:9](=[O:11])[CH:10]=1.[CH3:30][C:31]1([CH3:43])[O:35][C@H:34]([CH2:36][N:37]2[CH:41]=[CH:40][C:39]([NH2:42])=[N:38]2)[CH2:33][O:32]1. (6) Given the product [CH:18]1([C:21]([NH:23][C:24]2[CH:29]=[CH:28][C:27]([CH3:30])=[C:26]([CH:31]3[CH2:32][CH2:33][N:34]([CH2:2][C:3]4[CH:8]=[CH:7][C:6]([S:9]([C:11]5[CH:16]=[CH:15][C:14]([CH3:17])=[CH:13][CH:12]=5)=[O:10])=[CH:5][CH:4]=4)[CH2:35][CH2:36]3)[CH:25]=2)=[O:22])[CH2:19][CH2:20]1, predict the reactants needed to synthesize it. The reactants are: Br[CH2:2][C:3]1[CH:8]=[CH:7][C:6]([S:9]([C:11]2[CH:16]=[CH:15][C:14]([CH3:17])=[CH:13][CH:12]=2)=[O:10])=[CH:5][CH:4]=1.[CH:18]1([C:21]([NH:23][C:24]2[CH:29]=[CH:28][C:27]([CH3:30])=[C:26]([CH:31]3[CH2:36][CH2:35][NH:34][CH2:33][CH2:32]3)[CH:25]=2)=[O:22])[CH2:20][CH2:19]1.C(=O)([O-])[O-].[K+].[K+].N[C@H](C(O)=O)CC1C=C2C(C=CC=C2)=CC=1. (7) Given the product [F:26][C:27]1[CH:28]=[C:29]2[C:33](=[C:34]([F:36])[CH:35]=1)[NH:32][CH:31]=[C:30]2[CH2:37][CH2:38][CH2:39][NH:11][C@@H:12]1[CH2:21][C:20]2[C:19]([C:22]([NH2:24])=[O:23])=[CH:18][CH:17]=[C:16]([F:25])[C:15]=2[O:14][CH2:13]1, predict the reactants needed to synthesize it. The reactants are: C([C@@H]([C@H](C(O)=O)O)O)(O)=O.[NH2:11][C@@H:12]1[CH2:21][C:20]2[C:19]([C:22]([NH2:24])=[O:23])=[CH:18][CH:17]=[C:16]([F:25])[C:15]=2[O:14][CH2:13]1.[F:26][C:27]1[CH:28]=[C:29]2[C:33](=[C:34]([F:36])[CH:35]=1)[NH:32][CH:31]=[C:30]2[CH2:37][CH2:38][CH:39]=O.C(O)(=O)C.C([BH3-])#N.[Na+].